This data is from Tyrosyl-DNA phosphodiesterase HTS with 341,365 compounds. The task is: Binary Classification. Given a drug SMILES string, predict its activity (active/inactive) in a high-throughput screening assay against a specified biological target. (1) The compound is Clc1cc(NC(=O)C=2C3(OC(=O)C2C)CCCCCC3)ccc1. The result is 0 (inactive). (2) The drug is Clc1ccc(NC(=O)c2ccc(S(=O)(=O)N(C)C)cc2)cc1. The result is 0 (inactive). (3) The drug is Clc1ccc(CCNC(=O)CCNC(=O)Cn2c(=O)c3c(cc2)cccc3)cc1. The result is 0 (inactive).